The task is: Predict the reaction yield, written as a fraction of the theoretical maximum amount of product (1.0 means a 100% yield; for example, 0.34 means a 34% yield).. This data is from Reaction yield outcomes from USPTO patents with 853,638 reactions. (1) The reactants are C(=O)([O-])[O-].[K+].[K+].[C:7]1([S:13]([N:16]2[C:24]3[C:19](=[CH:20][CH:21]=[CH:22][N:23]=3)[CH:18]=[CH:17]2)(=[O:15])=[O:14])[CH:12]=[CH:11][CH:10]=[CH:9][CH:8]=1.[Br:25]NC(=O)CCC(N)=O. The catalyst is C1COCC1. The product is [C:7]1([S:13]([N:16]2[C:24]3=[N:23][CH:22]=[CH:21][CH:20]=[C:19]3[C:18]([Br:25])=[CH:17]2)(=[O:15])=[O:14])[CH:8]=[CH:9][CH:10]=[CH:11][CH:12]=1. The yield is 0.490. (2) The reactants are C([O:3][C:4]([C:6]1[CH:11]=[CH:10][N:9]([CH2:12][O:13][CH2:14][CH2:15][Si:16]([CH3:19])([CH3:18])[CH3:17])[C:8](=[O:20])[CH:7]=1)=O)C.O.[NH2:22][NH2:23]. The catalyst is C(O)C. The product is [O:20]=[C:8]1[CH:7]=[C:6]([C:4]([NH:22][NH2:23])=[O:3])[CH:11]=[CH:10][N:9]1[CH2:12][O:13][CH2:14][CH2:15][Si:16]([CH3:19])([CH3:18])[CH3:17]. The yield is 0.940. (3) The reactants are [CH3:1][C:2]1([CH3:21])[C:11]2[C:6](=[CH:7][CH:8]=[C:9](OS(C(F)(F)F)(=O)=O)[CH:10]=2)[C:5](=[O:20])[CH2:4][CH2:3]1.[CH3:22][Si:23](C#C)([CH3:25])[CH3:24].[CH2:28](N(CC)CC)[CH3:29]. The catalyst is O1CCCC1.C(OCC)C.[Cu]I.Cl[Pd](Cl)([P](C1C=CC=CC=1)(C1C=CC=CC=1)C1C=CC=CC=1)[P](C1C=CC=CC=1)(C1C=CC=CC=1)C1C=CC=CC=1. The product is [CH3:1][C:2]1([CH3:21])[C:11]2[C:6](=[CH:7][CH:8]=[C:9]([Si:23]([CH3:25])([CH3:24])[CH3:22])[CH:10]=2)[C:5](=[O:20])[CH:4]([C:28]#[CH:29])[CH2:3]1. The yield is 0.720. (4) The reactants are [Cl:1][C:2]1[C:3]2[C:10]([I:11])=[CH:9][NH:8][C:4]=2[N:5]=[CH:6][N:7]=1.[N+:12]([C:15]1[CH:16]=[C:17](B(O)O)[CH:18]=[CH:19][CH:20]=1)([O-:14])=[O:13].N1C=CC=CC=1. The catalyst is C(Cl)Cl.CC([O-])=O.CC([O-])=O.[Cu+2]. The product is [Cl:1][C:2]1[C:3]2[C:10]([I:11])=[CH:9][N:8]([C:19]3[CH:18]=[CH:17][CH:16]=[C:15]([N+:12]([O-:14])=[O:13])[CH:20]=3)[C:4]=2[N:5]=[CH:6][N:7]=1. The yield is 0.740. (5) The reactants are [Cl:1][C:2]1[CH:7]=[C:6]([CH3:8])[C:5]([NH:9][C:10]2[N:14]([CH2:15][CH2:16][OH:17])[C:13]3[C:18]([C:22]([OH:29])([CH2:26][CH2:27][CH3:28])[CH2:23][CH2:24][CH3:25])=[CH:19][CH:20]=[CH:21][C:12]=3[N:11]=2)=[C:4]([O:30][CH3:31])[CH:3]=1.[C:32](OC(=O)C)(=[O:34])[CH3:33]. The catalyst is N1C=CC=CC=1. The product is [C:32]([O:17][CH2:16][CH2:15][N:14]1[C:13]2[C:18]([C:22]([OH:29])([CH2:26][CH2:27][CH3:28])[CH2:23][CH2:24][CH3:25])=[CH:19][CH:20]=[CH:21][C:12]=2[N:11]=[C:10]1[NH:9][C:5]1[C:6]([CH3:8])=[CH:7][C:2]([Cl:1])=[CH:3][C:4]=1[O:30][CH3:31])(=[O:34])[CH3:33]. The yield is 0.890. (6) The reactants are [Br:1][C:2]1[CH:7]=[C:6]([F:8])[C:5]([CH2:9]O)=[C:4]([F:11])[CH:3]=1.[Br:12]P(Br)Br. The catalyst is C(Cl)Cl. The product is [Br:1][C:2]1[CH:7]=[C:6]([F:8])[C:5]([CH2:9][Br:12])=[C:4]([F:11])[CH:3]=1. The yield is 0.612. (7) The yield is 0.530. The catalyst is C(O)(C)C. The product is [F:1][C:2]1[CH:3]=[CH:4][C:5]([C:8]2[N:9]([C:10]3[CH:15]=[CH:14][C:13]([S:16]([CH3:19])(=[O:17])=[O:18])=[CH:12][CH:11]=3)[CH2:27][C:28]([OH:33])([C:29]([F:32])([F:31])[F:30])[N:20]=2)=[CH:6][CH:7]=1. The reactants are [F:1][C:2]1[CH:7]=[CH:6][C:5]([C:8](=[NH:20])[NH:9][C:10]2[CH:15]=[CH:14][C:13]([S:16]([CH3:19])(=[O:18])=[O:17])=[CH:12][CH:11]=2)=[CH:4][CH:3]=1.C(=O)(O)[O-].[Na+].Br[CH2:27][C:28](=[O:33])[C:29]([F:32])([F:31])[F:30]. (8) The reactants are C[O:2][C:3]([C@@H:5]1[C@H:10]([C:11]2[CH:16]=[CH:15][C:14]([F:17])=[CH:13][CH:12]=2)[CH2:9][CH2:8][N:7]([C:18]([O:20][C:21]([CH3:24])([CH3:23])[CH3:22])=[O:19])[CH2:6]1)=[O:4].C[O-].[Na+]. The catalyst is C1(C)C=CC=CC=1. The product is [C:21]([O:20][C:18]([N:7]1[CH2:8][CH2:9][C@@H:10]([C:11]2[CH:12]=[CH:13][C:14]([F:17])=[CH:15][CH:16]=2)[C@H:5]([C:3]([OH:4])=[O:2])[CH2:6]1)=[O:19])([CH3:24])([CH3:22])[CH3:23]. The yield is 0.520. (9) The reactants are [CH3:1][O:2][C:3]([C:5]1[CH:10]=[CH:9][N:8]2[CH:11]=[N:12][CH:13]=[C:7]2[C:6]=1Cl)=[O:4].[CH:15]1([C:18]2[CH:24]=[CH:23][C:21]([NH2:22])=[C:20]([F:25])[CH:19]=2)[CH2:17][CH2:16]1.C1(P(C2CCCCC2)C2C=CC=CC=2C2C(OC(C)C)=CC=CC=2OC(C)C)CCCCC1.[O-]P([O-])([O-])=O.[K+].[K+].[K+]. The catalyst is C1(C)C=CC=CC=1.C1C=CC(/C=C/C(/C=C/C2C=CC=CC=2)=O)=CC=1.C1C=CC(/C=C/C(/C=C/C2C=CC=CC=2)=O)=CC=1.C1C=CC(/C=C/C(/C=C/C2C=CC=CC=2)=O)=CC=1.[Pd].[Pd]. The product is [CH3:1][O:2][C:3]([C:5]1[CH:10]=[CH:9][N:8]2[CH:11]=[N:12][CH:13]=[C:7]2[C:6]=1[NH:22][C:21]1[CH:23]=[CH:24][C:18]([CH:15]2[CH2:16][CH2:17]2)=[CH:19][C:20]=1[F:25])=[O:4]. The yield is 0.420. (10) The reactants are [F:1][C:2]1[CH:7]=[CH:6][CH:5]=[CH:4][C:3]=1[C@@H:8]([N:20]1[CH2:25][CH2:24][CH2:23][CH2:22][CH2:21]1)[C:9]([O:11][C@H](C1C=CC=CC=1)C)=[O:10]. The product is [F:1][C:2]1[CH:7]=[CH:6][CH:5]=[CH:4][C:3]=1[C@@H:8]([N:20]1[CH2:25][CH2:24][CH2:23][CH2:22][CH2:21]1)[C:9]([OH:11])=[O:10]. The yield is 0.980. The catalyst is C(O)C.[OH-].[OH-].[Pd+2].